Dataset: Peptide-MHC class I binding affinity with 185,985 pairs from IEDB/IMGT. Task: Regression. Given a peptide amino acid sequence and an MHC pseudo amino acid sequence, predict their binding affinity value. This is MHC class I binding data. (1) The peptide sequence is SLNRQTVSR. The MHC is HLA-A03:01 with pseudo-sequence HLA-A03:01. The binding affinity (normalized) is 0.611. (2) The peptide sequence is DISDVKVLA. The MHC is HLA-A02:06 with pseudo-sequence HLA-A02:06. The binding affinity (normalized) is 0.351. (3) The peptide sequence is SWKQSKMWR. The MHC is HLA-B46:01 with pseudo-sequence HLA-B46:01. The binding affinity (normalized) is 0.0847. (4) The peptide sequence is LYNSTFFSTF. The MHC is HLA-A30:02 with pseudo-sequence HLA-A30:02. The binding affinity (normalized) is 0.348. (5) The peptide sequence is GVPELGAFF. The MHC is HLA-A02:01 with pseudo-sequence HLA-A02:01. The binding affinity (normalized) is 0.0847. (6) The peptide sequence is SSKMFNYFK. The MHC is BoLA-T2a with pseudo-sequence BoLA-T2a. The binding affinity (normalized) is 0.496. (7) The peptide sequence is VYRIKQQGIF. The MHC is HLA-A23:01 with pseudo-sequence HLA-A23:01. The binding affinity (normalized) is 0.758. (8) The peptide sequence is RAYWIHLMM. The MHC is HLA-C12:03 with pseudo-sequence HLA-C12:03. The binding affinity (normalized) is 0.936. (9) The peptide sequence is LVRGNSPVF. The MHC is HLA-A02:03 with pseudo-sequence HLA-A02:03. The binding affinity (normalized) is 0.0847.